Dataset: Forward reaction prediction with 1.9M reactions from USPTO patents (1976-2016). Task: Predict the product of the given reaction. Given the reactants [CH3:1][Mg]Br.C([O:6][CH2:7][CH3:8])C.[Br:9][C:10]1[CH:19]=[CH:18][CH:17]=[CH:16][C:11]=1C(OC)=O.[Cl-].[NH4+], predict the reaction product. The product is: [Br:9][C:10]1[CH:19]=[CH:18][CH:17]=[CH:16][C:11]=1[C:7]([OH:6])([CH3:8])[CH3:1].